From a dataset of Reaction yield outcomes from USPTO patents with 853,638 reactions. Predict the reaction yield, written as a fraction of the theoretical maximum amount of product (1.0 means a 100% yield; for example, 0.34 means a 34% yield). (1) The reactants are [Br:1][C:2]1[N:7]=[C:6]([C:8](O)([CH3:10])[CH3:9])[C:5]([F:12])=[CH:4][CH:3]=1.CS(OS(C)(=O)=O)(=O)=O.C(N(CC)CC)C. The catalyst is ClCCl. The product is [Br:1][C:2]1[N:7]=[C:6]([C:8]([CH3:10])=[CH2:9])[C:5]([F:12])=[CH:4][CH:3]=1. The yield is 0.840. (2) The yield is 0.670. The reactants are C([O:4][C@H:5]1[CH2:22][CH2:21][C@@:20]2([CH3:23])[C@@H:7]([CH2:8][CH2:9][C@:10]3([CH3:47])[C@@H:19]2[CH2:18][CH2:17][C@H:16]2[C@@:11]3([CH3:46])[CH2:12][CH2:13][C@@:14]3([C:30](=[O:45])[NH:31][C@@H:32]4[CH2:35][C@H:34]([C:36]([N:38]5[CH2:42][CH2:41][CH2:40][CH2:39]5)=[O:37])[C:33]4([CH3:44])[CH3:43])[CH2:26][CH2:25][C@@H:24]([C:27]([CH3:29])=[CH2:28])[C@@H:15]32)[C:6]1([CH3:49])[CH3:48])(=O)C.[OH-].[Na+]. The catalyst is CO.C1COCC1. The product is [CH3:43][C:33]1([CH3:44])[C@@H:34]([C:36]([N:38]2[CH2:39][CH2:40][CH2:41][CH2:42]2)=[O:37])[CH2:35][C@H:32]1[NH:31][C:30]([C@:14]12[CH2:26][CH2:25][C@@H:24]([C:27]([CH3:29])=[CH2:28])[C@@H:15]1[C@@H:16]1[C@@:11]([CH3:46])([CH2:12][CH2:13]2)[C@@:10]2([CH3:47])[C@@H:19]([C@:20]3([CH3:23])[C@@H:7]([CH2:8][CH2:9]2)[C:6]([CH3:48])([CH3:49])[C@@H:5]([OH:4])[CH2:22][CH2:21]3)[CH2:18][CH2:17]1)=[O:45]. (3) The reactants are [NH:1]1[CH2:6][CH2:5][CH2:4][CH2:3][CH2:2]1.CC(C1C=C(C(C)C)C(C2C=CC=CC=2P(C2CCCCC2)C2CCCCC2)=C(C(C)C)C=1)C.CC([O-])(C)C.[Na+].Br[C:48]1[CH:49]=[C:50]2[C:59](=[C:60]3[C:65]=1[CH:64]=[CH:63][CH:62]=[N:61]3)[NH:58][S:57](=[O:67])(=[O:66])[C:56]1[C:51]2=[CH:52][CH:53]=[CH:54][CH:55]=1. The catalyst is C1C=CC(/C=C/C(/C=C/C2C=CC=CC=2)=O)=CC=1.C1C=CC(/C=C/C(/C=C/C2C=CC=CC=2)=O)=CC=1.C1C=CC(/C=C/C(/C=C/C2C=CC=CC=2)=O)=CC=1.[Pd].[Pd].C1(C)C=CC=CC=1. The product is [N:1]1([C:48]2[CH:49]=[C:50]3[C:59](=[C:60]4[C:65]=2[CH:64]=[CH:63][CH:62]=[N:61]4)[NH:58][S:57](=[O:67])(=[O:66])[C:56]2[C:51]3=[CH:52][CH:53]=[CH:54][CH:55]=2)[CH2:6][CH2:5][CH2:4][CH2:3][CH2:2]1. The yield is 0.190. (4) The yield is 0.230. The product is [ClH:1].[C:2]12([CH2:12][CH2:13][NH:14][CH2:24][CH2:23][C:22]([O:26][C:27]([CH3:30])([CH3:29])[CH3:28])=[O:25])[CH2:9][CH:8]3[CH2:7][CH:6]([CH2:5][CH:4]([CH2:10]3)[CH2:3]1)[CH2:11]2. The catalyst is C(O)C. The reactants are [ClH:1].[C:2]12([CH2:12][CH2:13][NH2:14])[CH2:11][CH:6]3[CH2:7][CH:8]([CH2:10][CH:4]([CH2:5]3)[CH2:3]1)[CH2:9]2.C(N(CC)CC)C.[C:22]([O:26][C:27]([CH3:30])([CH3:29])[CH3:28])(=[O:25])[CH:23]=[CH2:24].Cl.C(OCC)(=O)C.